The task is: Regression. Given two drug SMILES strings and cell line genomic features, predict the synergy score measuring deviation from expected non-interaction effect.. This data is from NCI-60 drug combinations with 297,098 pairs across 59 cell lines. (1) Drug 1: CC12CCC3C(C1CCC2O)C(CC4=C3C=CC(=C4)O)CCCCCCCCCS(=O)CCCC(C(F)(F)F)(F)F. Drug 2: CC12CCC3C(C1CCC2OP(=O)(O)O)CCC4=C3C=CC(=C4)OC(=O)N(CCCl)CCCl.[Na+]. Cell line: T-47D. Synergy scores: CSS=8.20, Synergy_ZIP=-9.16, Synergy_Bliss=-16.4, Synergy_Loewe=-15.9, Synergy_HSA=-13.9. (2) Drug 1: CC1=CC2C(CCC3(C2CCC3(C(=O)C)OC(=O)C)C)C4(C1=CC(=O)CC4)C. Drug 2: C(CC(=O)O)C(=O)CN.Cl. Cell line: CAKI-1. Synergy scores: CSS=10.6, Synergy_ZIP=1.42, Synergy_Bliss=8.25, Synergy_Loewe=-0.850, Synergy_HSA=4.54. (3) Drug 1: CN1CCC(CC1)COC2=C(C=C3C(=C2)N=CN=C3NC4=C(C=C(C=C4)Br)F)OC. Drug 2: CC1=CC=C(C=C1)C2=CC(=NN2C3=CC=C(C=C3)S(=O)(=O)N)C(F)(F)F. Cell line: DU-145. Synergy scores: CSS=12.3, Synergy_ZIP=-5.20, Synergy_Bliss=0.656, Synergy_Loewe=-4.41, Synergy_HSA=0.943. (4) Drug 1: CN1CCC(CC1)COC2=C(C=C3C(=C2)N=CN=C3NC4=C(C=C(C=C4)Br)F)OC. Drug 2: C1=NC(=NC(=O)N1C2C(C(C(O2)CO)O)O)N. Cell line: KM12. Synergy scores: CSS=5.38, Synergy_ZIP=3.25, Synergy_Bliss=10.5, Synergy_Loewe=10.5, Synergy_HSA=4.72.